From a dataset of NCI-60 drug combinations with 297,098 pairs across 59 cell lines. Regression. Given two drug SMILES strings and cell line genomic features, predict the synergy score measuring deviation from expected non-interaction effect. (1) Drug 1: C1CN1P(=S)(N2CC2)N3CC3. Drug 2: CC1CCCC2(C(O2)CC(NC(=O)CC(C(C(=O)C(C1O)C)(C)C)O)C(=CC3=CSC(=N3)C)C)C. Cell line: SW-620. Synergy scores: CSS=55.0, Synergy_ZIP=-0.815, Synergy_Bliss=-0.864, Synergy_Loewe=-3.72, Synergy_HSA=1.50. (2) Drug 1: CC1=CC=C(C=C1)C2=CC(=NN2C3=CC=C(C=C3)S(=O)(=O)N)C(F)(F)F. Drug 2: CC(C)NC(=O)C1=CC=C(C=C1)CNNC.Cl. Cell line: EKVX. Synergy scores: CSS=-6.01, Synergy_ZIP=3.54, Synergy_Bliss=0.965, Synergy_Loewe=-3.07, Synergy_HSA=-4.85. (3) Synergy scores: CSS=18.6, Synergy_ZIP=-9.01, Synergy_Bliss=-1.69, Synergy_Loewe=-4.76, Synergy_HSA=-3.77. Cell line: MALME-3M. Drug 2: CN(CC1=CN=C2C(=N1)C(=NC(=N2)N)N)C3=CC=C(C=C3)C(=O)NC(CCC(=O)O)C(=O)O. Drug 1: C1=NC2=C(N1)C(=S)N=C(N2)N. (4) Drug 1: C1CCC(C1)C(CC#N)N2C=C(C=N2)C3=C4C=CNC4=NC=N3. Drug 2: CC1=CC2C(CCC3(C2CCC3(C(=O)C)OC(=O)C)C)C4(C1=CC(=O)CC4)C. Cell line: IGROV1. Synergy scores: CSS=10.9, Synergy_ZIP=-2.05, Synergy_Bliss=3.56, Synergy_Loewe=-4.56, Synergy_HSA=2.08. (5) Drug 1: C1CN1C2=NC(=NC(=N2)N3CC3)N4CC4. Drug 2: CN(CC1=CN=C2C(=N1)C(=NC(=N2)N)N)C3=CC=C(C=C3)C(=O)NC(CCC(=O)O)C(=O)O. Cell line: MDA-MB-435. Synergy scores: CSS=32.3, Synergy_ZIP=-4.84, Synergy_Bliss=-5.70, Synergy_Loewe=-24.8, Synergy_HSA=-5.77.